Dataset: Full USPTO retrosynthesis dataset with 1.9M reactions from patents (1976-2016). Task: Predict the reactants needed to synthesize the given product. (1) Given the product [CH:1]([O:3][CH2:4][CH3:5])=[O:2].[CH3:6][CH2:7][CH2:8][CH2:9][CH2:10][CH3:11], predict the reactants needed to synthesize it. The reactants are: [CH:1]([O:3][CH2:4][CH3:5])=[O:2].[CH3:6][CH2:7][CH2:8][CH2:9][CH2:10][CH3:11]. (2) The reactants are: Cl[C:2]1[C:7]([CH2:8][N:9]2[C:30](=[O:31])[N:12]3[CH:13]=[CH:14][C:15]([C:23]4[CH:28]=[CH:27][C:26]([Cl:29])=[CH:25][CH:24]=4)=[C:16]([C:17]4[CH:22]=[CH:21][N:20]=[CH:19][CH:18]=4)[C:11]3=[N:10]2)=[CH:6][CH:5]=[C:4]([C:32]([F:35])([F:34])[F:33])[N:3]=1.[CH3:36][NH2:37]. Given the product [Cl:29][C:26]1[CH:27]=[CH:28][C:23]([C:15]2[CH:14]=[CH:13][N:12]3[C:30](=[O:31])[N:9]([CH2:8][C:7]4[C:2]([NH:37][CH3:36])=[N:3][C:4]([C:32]([F:33])([F:35])[F:34])=[CH:5][CH:6]=4)[N:10]=[C:11]3[C:16]=2[C:17]2[CH:22]=[CH:21][N:20]=[CH:19][CH:18]=2)=[CH:24][CH:25]=1, predict the reactants needed to synthesize it. (3) Given the product [Br:1][C:2]1[CH:23]=[CH:22][C:5]2[C:6]([CH:16]3[CH2:21][CH2:20][O:19][CH2:18][CH2:17]3)=[N:7][C:8]3[C:9]([C:25]#[C:26][C:52]4[CH:51]=[N:50][CH:49]=[CH:54][CH:53]=4)=[CH:10][NH:11][C:12](=[O:14])[C:13]=3[C:4]=2[CH:3]=1, predict the reactants needed to synthesize it. The reactants are: [Br:1][C:2]1[CH:23]=[CH:22][C:5]2[C:6]([CH:16]3[CH2:21][CH2:20][O:19][CH2:18][CH2:17]3)=[N:7][C:8]3[C:9](I)=[CH:10][NH:11][C:12](=[O:14])[C:13]=3[C:4]=2[CH:3]=1.O1C=C[CH:26]=[C:25]1P(C1OC=CC=1)C1OC=CC=1.C(NC(C)C)(C)C.C([C:49]1[CH:54]=[CH:53][CH:52]=[CH:51][N:50]=1)#C. (4) The reactants are: [O:1]1[C:5]2[CH:6]=[CH:7][CH:8]=[CH:9][C:4]=2[C:3]([C:10]2[C:11](=[O:34])[NH:12][C:13](=[O:33])[C:14]=2[C:15]2[C:23]3[C:18](=[CH:19][CH:20]=[C:21]([O:24]CC4C=CC=CC=4)[CH:22]=3)[N:17]([CH3:32])[CH:16]=2)=[CH:2]1.B(Br)(Br)Br. Given the product [O:1]1[C:5]2[CH:6]=[CH:7][CH:8]=[CH:9][C:4]=2[C:3]([C:10]2[C:11](=[O:34])[NH:12][C:13](=[O:33])[C:14]=2[C:15]2[C:23]3[C:18](=[CH:19][CH:20]=[C:21]([OH:24])[CH:22]=3)[N:17]([CH3:32])[CH:16]=2)=[CH:2]1, predict the reactants needed to synthesize it. (5) Given the product [NH2:1][C:2]1[N:3]=[C:4]([NH:12][C@H:13]([C:15]2[N:24]([C:25]3[CH:30]=[CH:29][CH:28]=[CH:27][CH:26]=3)[C:23](=[O:31])[C:22]3[C:17](=[CH:18][CH:19]=[CH:20][C:21]=3[C:37]3[CH:36]=[N:35][C:34]([CH3:33])=[N:39][CH:38]=3)[N:16]=2)[CH3:14])[C:5]2[N:11]=[CH:10][CH:9]=[CH:8][C:6]=2[N:7]=1, predict the reactants needed to synthesize it. The reactants are: [NH2:1][C:2]1[N:3]=[C:4]([NH:12][C@H:13]([C:15]2[N:24]([C:25]3[CH:30]=[CH:29][CH:28]=[CH:27][CH:26]=3)[C:23](=[O:31])[C:22]3[C:17](=[CH:18][CH:19]=[CH:20][C:21]=3Cl)[N:16]=2)[CH3:14])[C:5]2[N:11]=[CH:10][CH:9]=[CH:8][C:6]=2[N:7]=1.[CH3:33][C:34]1[N:39]=[CH:38][C:37](B2OC(C)(C)C(C)(C)O2)=[CH:36][N:35]=1.C1(P(C2CCCCC2)C2C=CC=CC=2C2C(OC(C)C)=CC=CC=2OC(C)C)CCCCC1.C([O-])([O-])=O.[Na+].[Na+]. (6) Given the product [C:1]([NH:5][C:6]1[S:7][CH2:8][C:9]2([N:25]=1)[C:10]1[CH:11]=[C:12]([Cl:24])[CH:13]=[CH:14][C:15]=1[O:16][C:17]1[C:22]2=[CH:21][C:20]([C:30]2[CH:31]=[N:26][CH:27]=[N:28][CH:29]=2)=[CH:19][CH:18]=1)([CH3:4])([CH3:3])[CH3:2], predict the reactants needed to synthesize it. The reactants are: [C:1]([NH:5][C:6]1[S:7][CH2:8][C:9]2([N:25]=1)[C:22]1[CH:21]=[C:20](Br)[CH:19]=[CH:18][C:17]=1[O:16][C:15]1[C:10]2=[CH:11][C:12]([Cl:24])=[CH:13][CH:14]=1)([CH3:4])([CH3:3])[CH3:2].[N:26]1[CH:31]=[C:30](B(O)O)[CH:29]=[N:28][CH:27]=1.C1COCC1.C(=O)([O-])[O-].[K+].[K+]. (7) Given the product [Si:27]([O:34][C:35]1[CH:36]=[CH:37][C:38]([CH2:41][C:42]([NH:21][C:18]2[C:17]([C:22]3[CH:26]=[CH:25][S:24][CH:23]=3)=[N:16][C:15]([C:12]3[CH:11]=[CH:10][C:9]([O:8][Si:1]([C:4]([CH3:7])([CH3:5])[CH3:6])([CH3:2])[CH3:3])=[CH:14][CH:13]=3)=[CH:20][N:19]=2)=[O:43])=[CH:39][CH:40]=1)([C:30]([CH3:33])([CH3:32])[CH3:31])([CH3:29])[CH3:28], predict the reactants needed to synthesize it. The reactants are: [Si:1]([O:8][C:9]1[CH:14]=[CH:13][C:12]([C:15]2[N:16]=[C:17]([C:22]3[CH:26]=[CH:25][S:24][CH:23]=3)[C:18]([NH2:21])=[N:19][CH:20]=2)=[CH:11][CH:10]=1)([C:4]([CH3:7])([CH3:6])[CH3:5])([CH3:3])[CH3:2].[Si:27]([O:34][C:35]1[CH:40]=[CH:39][C:38]([CH2:41][C:42](Cl)=[O:43])=[CH:37][CH:36]=1)([C:30]([CH3:33])([CH3:32])[CH3:31])([CH3:29])[CH3:28].O. (8) The reactants are: [F:1][C:2]([F:25])([F:24])[CH2:3][O:4][C:5]1[CH:10]=[CH:9][C:8]([C:11](=O)[CH2:12][C:13](=O)[C:14]([F:17])([F:16])[F:15])=[CH:7][C:6]=1[C:20]([F:23])([F:22])[F:21].[NH2:26][C:27]1[C:31]([C:32]2[CH:37]=[C:36]([CH3:38])[N:35]=[C:34]([CH3:39])[CH:33]=2)=[CH:30][NH:29][N:28]=1. Given the product [F:1][C:2]([F:25])([F:24])[CH2:3][O:4][C:5]1[CH:10]=[CH:9][C:8]([C:11]2[CH:12]=[C:13]([C:14]([F:17])([F:16])[F:15])[N:28]3[N:29]=[CH:30][C:31]([C:32]4[CH:37]=[C:36]([CH3:38])[N:35]=[C:34]([CH3:39])[CH:33]=4)=[C:27]3[N:26]=2)=[CH:7][C:6]=1[C:20]([F:23])([F:22])[F:21], predict the reactants needed to synthesize it. (9) Given the product [ClH:3].[CH2:16]([O:14][C:13](=[O:15])[CH2:12][NH:11][C:5]1[CH:10]=[CH:9][CH:8]=[CH:7][CH:6]=1)[CH3:17], predict the reactants needed to synthesize it. The reactants are: O=S(Cl)[Cl:3].[C:5]1([NH:11][CH2:12][C:13]([OH:15])=[O:14])[CH:10]=[CH:9][CH:8]=[CH:7][CH:6]=1.[CH2:16](O)[CH3:17].